From a dataset of Full USPTO retrosynthesis dataset with 1.9M reactions from patents (1976-2016). Predict the reactants needed to synthesize the given product. (1) Given the product [Br:17][C:16]1[CH:15]=[C:14]2[C:9]([CH:10]3[CH2:18][CH:13]2[CH2:12][CH2:11]3)=[CH:8][C:7]=1[CH:22]=[O:23], predict the reactants needed to synthesize it. The reactants are: [Li]CCCC.Br[C:7]1[CH:8]=[C:9]2[C:14](=[CH:15][C:16]=1[Br:17])[CH:13]1[CH2:18][CH:10]2[CH2:11][CH2:12]1.CN([CH:22]=[O:23])C.Cl. (2) Given the product [CH:22]([C:23]1[C:24](=[O:25])[N:9]([CH2:10][C:11]([O:13][C:14]([CH3:17])([CH3:16])[CH3:15])=[O:12])[C:7]2[C:6]([N:18]=1)=[CH:5][CH:4]=[C:3]([O:2][CH3:1])[CH:8]=2)([CH3:30])[CH3:21], predict the reactants needed to synthesize it. The reactants are: [CH3:1][O:2][C:3]1[CH:4]=[CH:5][C:6]([N+:18]([O-])=O)=[C:7]([NH:9][CH2:10][C:11]([O:13][C:14]([CH3:17])([CH3:16])[CH3:15])=[O:12])[CH:8]=1.[CH3:21][CH:22]([CH3:30])[C:23](=O)[C:24](OCC)=[O:25].